From a dataset of Full USPTO retrosynthesis dataset with 1.9M reactions from patents (1976-2016). Predict the reactants needed to synthesize the given product. (1) Given the product [N:3]1[CH:8]=[CH:7][CH:6]=[C:5]([CH2:9][O:10][CH2:12][C:13]([O:15][C:16]([CH3:19])([CH3:18])[CH3:17])=[O:14])[CH:4]=1, predict the reactants needed to synthesize it. The reactants are: [H-].[Na+].[N:3]1[CH:8]=[CH:7][CH:6]=[C:5]([CH2:9][OH:10])[CH:4]=1.Br[CH2:12][C:13]([O:15][C:16]([CH3:19])([CH3:18])[CH3:17])=[O:14].C(=O)(O)[O-].[Na+]. (2) Given the product [Br:12][C:13]1[CH:14]=[CH:15][C:16]([NH:17][S:18]([C:21]2[C:22](=[O:23])[O:11][C:6]3[C:7]([CH:8]=2)=[CH:10][C:3]([O:2][CH3:1])=[CH:4][CH:5]=3)(=[O:20])=[O:19])=[CH:25][CH:26]=1, predict the reactants needed to synthesize it. The reactants are: [CH3:1][O:2][C:3]1[CH:10]=[C:7]([CH:8]=O)[C:6]([OH:11])=[CH:5][CH:4]=1.[Br:12][C:13]1[CH:26]=[CH:25][C:16]([NH:17][S:18]([CH2:21][C:22](O)=[O:23])(=[O:20])=[O:19])=[CH:15][CH:14]=1.